Dataset: Reaction yield outcomes from USPTO patents with 853,638 reactions. Task: Predict the reaction yield, written as a fraction of the theoretical maximum amount of product (1.0 means a 100% yield; for example, 0.34 means a 34% yield). (1) The reactants are [C:1]([NH:4][C:5]1[CH:10]=[C:9]([C:11]2[S:12][C:13]([C:23](O)=[O:24])=[C:14]([C:16]3[CH:21]=[CH:20][CH:19]=[CH:18][C:17]=3[Cl:22])[N:15]=2)[CH:8]=[CH:7][N:6]=1)(=[O:3])[CH3:2].C(Cl)Cl.Cl.CN(C)CCCN=C=NCC.ON1C2C=CC=CC=2N=N1.[CH2:51]([CH2:53][NH2:54])[OH:52]. No catalyst specified. The product is [C:1]([NH:4][C:5]1[CH:10]=[C:9]([C:11]2[S:12][C:13]([C:23]([NH:54][CH2:53][CH2:51][OH:52])=[O:24])=[C:14]([C:16]3[CH:21]=[CH:20][CH:19]=[CH:18][C:17]=3[Cl:22])[N:15]=2)[CH:8]=[CH:7][N:6]=1)(=[O:3])[CH3:2]. The yield is 0.540. (2) The reactants are CCN(C(C)C)C(C)C.[Cl:10][C:11]1[CH:12]=[C:13]([CH:17]=[C:18]([Cl:20])[CH:19]=1)[C:14]([OH:16])=O.C1C=CC2N(O)N=NC=2C=1.CCN=C=NCCCN(C)C.[O:42]=[C:43]([N:60]1[CH2:65][CH2:64][NH:63][CH2:62][CH2:61]1)[CH2:44][NH:45][C:46]([C:48]1[CH:53]=[CH:52][C:51]([C:54]2[CH:59]=[CH:58][CH:57]=[CH:56][CH:55]=2)=[CH:50][CH:49]=1)=[O:47]. The catalyst is CN(C=O)C.O. The product is [Cl:20][C:18]1[CH:17]=[C:13]([CH:12]=[C:11]([Cl:10])[CH:19]=1)[C:14]([N:63]1[CH2:62][CH2:61][N:60]([C:43](=[O:42])[CH2:44][NH:45][C:46]([C:48]2[CH:53]=[CH:52][C:51]([C:54]3[CH:59]=[CH:58][CH:57]=[CH:56][CH:55]=3)=[CH:50][CH:49]=2)=[O:47])[CH2:65][CH2:64]1)=[O:16]. The yield is 0.328. (3) The reactants are Br[C:2]1[N:6]2[C:7](=[O:20])[CH:8]=[C:9]([CH2:11][O:12][C:13]3[CH:18]=[CH:17][C:16]([F:19])=[CH:15][CH:14]=3)[N:10]=[C:5]2[S:4][C:3]=1[CH3:21].[CH3:22][C:23]1(C)C(C)(C)[O:26][CH:25]([CH:30]2[CH2:32][CH:31]2C(OCC)=O)[O:24]1.C(=O)([O-])[O-].[K+].[K+]. The catalyst is C1C=CC(P(C2C=CC=CC=2)[C-]2C=CC=C2)=CC=1.C1C=CC(P(C2C=CC=CC=2)[C-]2C=CC=C2)=CC=1.Cl[Pd]Cl.[Fe+2].C(#N)C.O. The product is [F:19][C:16]1[CH:17]=[CH:18][C:13]([O:12][CH2:11][C:9]2[N:10]=[C:5]3[S:4][C:3]([CH3:21])=[C:2]([CH:31]4[CH2:32][CH:30]4[C:25]([O:24][CH2:23][CH3:22])=[O:26])[N:6]3[C:7](=[O:20])[CH:8]=2)=[CH:14][CH:15]=1. The yield is 0.280. (4) The reactants are [Cl:1][C:2]1[C:7]2[O:8][CH2:9][O:10][C:6]=2[CH:5]=[C:4]([CH2:11][C@H:12]([NH:20][C:21](=[O:27])[O:22][C:23]([CH3:26])([CH3:25])[CH3:24])[C@H:13]([OH:19])[C:14]2[S:15][CH:16]=[CH:17][N:18]=2)[CH:3]=1.N1C(C)=CC=CC=1C.O([Si:44]([C:47]([CH3:50])([CH3:49])[CH3:48])([CH3:46])[CH3:45])S(C(F)(F)F)(=O)=O.CCN(C(C)C)C(C)C.C(OC(OC(OC(C)(C)C)=O)=O)(C)(C)C.C1COCC1. The catalyst is C(Cl)Cl. The product is [Si:44]([O:19][C@H:13]([C:14]1[S:15][CH:16]=[CH:17][N:18]=1)[C@@H:12]([NH:20][C:21](=[O:27])[O:22][C:23]([CH3:24])([CH3:26])[CH3:25])[CH2:11][C:4]1[CH:3]=[C:2]([Cl:1])[C:7]2[O:8][CH2:9][O:10][C:6]=2[CH:5]=1)([C:47]([CH3:50])([CH3:49])[CH3:48])([CH3:46])[CH3:45]. The yield is 0.450. (5) The reactants are C([Li])CCC.Br[C:7]1[CH:18]=[CH:17][C:10]2[O:11][C:12]([CH3:16])([CH3:15])[O:13][CH2:14][C:9]=2[CH:8]=1.CON(C)[C:22](=[O:24])[CH3:23]. The catalyst is O1CCCC1. The product is [CH3:15][C:12]1([CH3:16])[O:11][C:10]2[CH:17]=[CH:18][C:7]([C:22](=[O:24])[CH3:23])=[CH:8][C:9]=2[CH2:14][O:13]1. The yield is 0.600. (6) The catalyst is C1COCC1. The product is [Cl:1][C:2]1[N:3]=[C:4]([N:11]2[CH2:16][CH2:15][O:14][CH2:13][CH2:12]2)[C:5]2[S:10][C:9]([CH:30]=[O:31])=[CH:8][C:6]=2[N:7]=1. The reactants are [Cl:1][C:2]1[N:3]=[C:4]([N:11]2[CH2:16][CH2:15][O:14][CH2:13][CH2:12]2)[C:5]2[S:10][CH:9]=[CH:8][C:6]=2[N:7]=1.[Li]CCCC.CCCCCC.CN(C)[CH:30]=[O:31]. The yield is 0.770. (7) The reactants are [O:1]1[C:5]2[CH:6]=[CH:7][C:8]([C:10]3[O:14][C:13]([SH:15])=[N:12][N:11]=3)=[CH:9][C:4]=2[CH:3]=[CH:2]1.[CH3:16][O:17][C:18]1[CH:25]=[CH:24][C:21]([CH2:22]Cl)=[CH:20][C:19]=1[C:26]([F:29])([F:28])[F:27]. No catalyst specified. The product is [O:1]1[C:5]2[CH:6]=[CH:7][C:8]([C:10]3[O:14][C:13]([S:15][CH2:22][C:21]4[CH:24]=[CH:25][C:18]([O:17][CH3:16])=[C:19]([C:26]([F:27])([F:28])[F:29])[CH:20]=4)=[N:12][N:11]=3)=[CH:9][C:4]=2[CH:3]=[CH:2]1. The yield is 1.00.